From a dataset of Full USPTO retrosynthesis dataset with 1.9M reactions from patents (1976-2016). Predict the reactants needed to synthesize the given product. (1) Given the product [C:11]([O:10][C:8]([C:5]1[CH:4]=[CH:3][C:2]([O:30][C:28]2[C:22]3[CH2:23][C:24]([CH3:27])([CH3:26])[O:25][C:21]=3[CH:20]=[C:19]([C:17]([O:16][CH3:15])=[O:18])[CH:29]=2)=[CH:7][N:6]=1)=[O:9])([CH3:14])([CH3:13])[CH3:12], predict the reactants needed to synthesize it. The reactants are: Br[C:2]1[CH:3]=[CH:4][C:5]([C:8]([O:10][C:11]([CH3:14])([CH3:13])[CH3:12])=[O:9])=[N:6][CH:7]=1.[CH3:15][O:16][C:17]([C:19]1[CH:29]=[C:28]([OH:30])[C:22]2[CH2:23][C:24]([CH3:27])([CH3:26])[O:25][C:21]=2[CH:20]=1)=[O:18].[O-]P([O-])([O-])=O.[K+].[K+].[K+]. (2) Given the product [CH3:2][N:32]1[CH2:33][CH2:34][N:29]([C:27]2[N:28]=[C:23]([N:17]3[CH2:16][CH:15]4[O:22][CH:19]([CH2:20][CH2:21]4)[CH2:18]3)[N:24]=[C:25]([C:35]3[CH:36]=[CH:37][C:38]([NH:41][C:42]([NH:44][C:45]4[CH:46]=[CH:47][N:48]=[CH:49][CH:50]=4)=[O:43])=[CH:39][CH:40]=3)[N:26]=2)[CH2:30][CH2:31]1, predict the reactants needed to synthesize it. The reactants are: O[C:2](C(F)(F)F)=O.OC(C(F)(F)F)=O.[CH:15]12[O:22][CH:19]([CH2:20][CH2:21]1)[CH2:18][N:17]([C:23]1[N:28]=[C:27]([N:29]3[CH2:34][CH2:33][NH:32][CH2:31][CH2:30]3)[N:26]=[C:25]([C:35]3[CH:40]=[CH:39][C:38]([NH:41][C:42]([NH:44][C:45]4[CH:50]=[CH:49][N:48]=[CH:47][CH:46]=4)=[O:43])=[CH:37][CH:36]=3)[N:24]=1)[CH2:16]2.C=O.